This data is from NCI-60 drug combinations with 297,098 pairs across 59 cell lines. The task is: Regression. Given two drug SMILES strings and cell line genomic features, predict the synergy score measuring deviation from expected non-interaction effect. (1) Drug 1: CCCS(=O)(=O)NC1=C(C(=C(C=C1)F)C(=O)C2=CNC3=C2C=C(C=N3)C4=CC=C(C=C4)Cl)F. Drug 2: CC1=CC=C(C=C1)C2=CC(=NN2C3=CC=C(C=C3)S(=O)(=O)N)C(F)(F)F. Cell line: HCT-15. Synergy scores: CSS=2.05, Synergy_ZIP=-0.277, Synergy_Bliss=1.96, Synergy_Loewe=-2.13, Synergy_HSA=-0.474. (2) Drug 1: CS(=O)(=O)OCCCCOS(=O)(=O)C. Drug 2: CC1C(C(CC(O1)OC2CC(CC3=C2C(=C4C(=C3O)C(=O)C5=C(C4=O)C(=CC=C5)OC)O)(C(=O)CO)O)N)O.Cl. Cell line: KM12. Synergy scores: CSS=29.7, Synergy_ZIP=2.97, Synergy_Bliss=-3.07, Synergy_Loewe=-20.8, Synergy_HSA=-0.933. (3) Drug 1: C1=NC2=C(N1)C(=S)N=C(N2)N. Drug 2: C(CC(=O)O)C(=O)CN.Cl. Cell line: MDA-MB-435. Synergy scores: CSS=18.8, Synergy_ZIP=-3.94, Synergy_Bliss=3.07, Synergy_Loewe=-13.6, Synergy_HSA=2.11. (4) Synergy scores: CSS=50.7, Synergy_ZIP=3.10, Synergy_Bliss=3.66, Synergy_Loewe=-6.09, Synergy_HSA=0.158. Cell line: UACC62. Drug 1: CC1=C2C(C(=O)C3(C(CC4C(C3C(C(C2(C)C)(CC1OC(=O)C(C(C5=CC=CC=C5)NC(=O)OC(C)(C)C)O)O)OC(=O)C6=CC=CC=C6)(CO4)OC(=O)C)O)C)O. Drug 2: C1=NC2=C(N1)C(=S)N=CN2. (5) Drug 1: CCC1=CC2CC(C3=C(CN(C2)C1)C4=CC=CC=C4N3)(C5=C(C=C6C(=C5)C78CCN9C7C(C=CC9)(C(C(C8N6C)(C(=O)OC)O)OC(=O)C)CC)OC)C(=O)OC.C(C(C(=O)O)O)(C(=O)O)O. Drug 2: C1CC(=O)NC(=O)C1N2C(=O)C3=CC=CC=C3C2=O. Cell line: U251. Synergy scores: CSS=9.61, Synergy_ZIP=1.29, Synergy_Bliss=0.761, Synergy_Loewe=-40.3, Synergy_HSA=-2.97. (6) Drug 1: C1=NC2=C(N1)C(=S)N=CN2. Drug 2: CC1CCC2CC(C(=CC=CC=CC(CC(C(=O)C(C(C(=CC(C(=O)CC(OC(=O)C3CCCCN3C(=O)C(=O)C1(O2)O)C(C)CC4CCC(C(C4)OC)O)C)C)O)OC)C)C)C)OC. Cell line: SNB-19. Synergy scores: CSS=17.4, Synergy_ZIP=-1.77, Synergy_Bliss=1.24, Synergy_Loewe=-0.709, Synergy_HSA=4.33.